From a dataset of Forward reaction prediction with 1.9M reactions from USPTO patents (1976-2016). Predict the product of the given reaction. (1) Given the reactants [Cl:1][C:2]1[C:11]2[C:6](=[C:7]([NH:12][S:13]([C:16]3[CH:21]=[CH:20][CH:19]=[CH:18][C:17]=3[N+:22]([O-])=O)(=[O:15])=[O:14])[CH:8]=[CH:9][CH:10]=2)[N:5]=[CH:4][CH:3]=1.Cl[Sn]Cl.Cl, predict the reaction product. The product is: [NH2:22][C:17]1[CH:18]=[CH:19][CH:20]=[CH:21][C:16]=1[S:13]([NH:12][C:7]1[CH:8]=[CH:9][CH:10]=[C:11]2[C:6]=1[N:5]=[CH:4][CH:3]=[C:2]2[Cl:1])(=[O:15])=[O:14]. (2) Given the reactants [Br:1][C:2]1[CH:3]=[C:4]2[C:9](=[CH:10][CH:11]=1)[N:8]=[CH:7][N:6]=[C:5]2[C:12]1[CH:13]=[C:14]([CH:18]=[C:19]([F:21])[CH:20]=1)[C:15](O)=[O:16].CCN(C(C)C)C(C)C.CN(C(ON1N=NC2C=CC=CC1=2)=[N+](C)C)C.F[P-](F)(F)(F)(F)F.[N:55]1([C:61](=[O:63])[CH3:62])[CH2:60][CH2:59][NH:58][CH2:57][CH2:56]1, predict the reaction product. The product is: [Br:1][C:2]1[CH:3]=[C:4]2[C:9](=[CH:10][CH:11]=1)[N:8]=[CH:7][N:6]=[C:5]2[C:12]1[CH:13]=[C:14]([CH:18]=[C:19]([F:21])[CH:20]=1)[C:15]([N:58]1[CH2:59][CH2:60][N:55]([C:61](=[O:63])[CH3:62])[CH2:56][CH2:57]1)=[O:16].